This data is from Catalyst prediction with 721,799 reactions and 888 catalyst types from USPTO. The task is: Predict which catalyst facilitates the given reaction. (1) Product: [C:1]1([N:7]2[CH2:8][CH2:9][N:10]([CH2:13][C:14]3[CH:15]=[CH:16][C:17]([C:20]4([C:23]([OH:25])=[O:24])[CH2:21][CH2:22]4)=[CH:18][CH:19]=3)[CH2:11][CH2:12]2)[CH:6]=[CH:5][CH:4]=[CH:3][CH:2]=1. Reactant: [C:1]1([N:7]2[CH2:12][CH2:11][N:10]([CH2:13][C:14]3[CH:19]=[CH:18][C:17]([C:20]4([C:23]([O:25]C)=[O:24])[CH2:22][CH2:21]4)=[CH:16][CH:15]=3)[CH2:9][CH2:8]2)[CH:6]=[CH:5][CH:4]=[CH:3][CH:2]=1.O.[OH-].[Li+].Cl. The catalyst class is: 111. (2) Reactant: [H-].[H-].[H-].[H-].[Li+].[Al+3].[NH2:7][C:8]1([C:16]2[CH:21]=[CH:20][CH:19]=[C:18]([Cl:22])[CH:17]=2)[CH2:13][N:12]([CH3:14])[C:11](=O)[CH2:10][CH2:9]1. Product: [Cl:22][C:18]1[CH:17]=[C:16]([C:8]2([NH2:7])[CH2:9][CH2:10][CH2:11][N:12]([CH3:14])[CH2:13]2)[CH:21]=[CH:20][CH:19]=1. The catalyst class is: 1. (3) Reactant: [Cl:1][C:2]1[N:3]=[N:4][C:5](Cl)=[CH:6][CH:7]=1.P(C(C)(C)C)(C(C)(C)C)C(C)(C)C.[F-].[K+].[F:24][C:25]1[CH:30]=[C:29]([CH3:31])[CH:28]=[CH:27][C:26]=1B(O)O. Product: [Cl:1][C:2]1[N:3]=[N:4][C:5]([C:26]2[CH:27]=[CH:28][C:29]([CH3:31])=[CH:30][C:25]=2[F:24])=[CH:6][CH:7]=1. The catalyst class is: 62. (4) The catalyst class is: 19. Reactant: [CH3:1][NH:2][C:3]1[CH:4]=[C:5]([C:9]2[CH:14]=[CH:13][C:12](/[CH:15]=[CH:16]/[C:17]([O:19][CH2:20][CH3:21])=[O:18])=[CH:11][CH:10]=2)[CH:6]=[CH:7][CH:8]=1. Product: [CH3:1][NH:2][C:3]1[CH:4]=[C:5]([C:9]2[CH:14]=[CH:13][C:12]([CH2:15][CH2:16][C:17]([O:19][CH2:20][CH3:21])=[O:18])=[CH:11][CH:10]=2)[CH:6]=[CH:7][CH:8]=1.